This data is from Full USPTO retrosynthesis dataset with 1.9M reactions from patents (1976-2016). The task is: Predict the reactants needed to synthesize the given product. (1) Given the product [CH2:21]([NH:23][C:18]1[S:17][C:2]2[C:10]([N+:11]([O-:13])=[O:12])=[CH:9][C:8]([N+:14]([O-:16])=[O:15])=[CH:7][C:3]=2[C:4](=[S:33])[N:19]=1)[CH3:22], predict the reactants needed to synthesize it. The reactants are: Cl[C:2]1[C:10]([N+:11]([O-:13])=[O:12])=[CH:9][C:8]([N+:14]([O-:16])=[O:15])=[CH:7][C:3]=1[C:4](Cl)=O.[S-:17][C:18]#[N:19].[NH4+].[CH2:21]([NH2:23])[CH3:22].COC1C=CC(P2(SP(C3C=CC(OC)=CC=3)(=S)S2)=[S:33])=CC=1. (2) The reactants are: [Cl:1][C:2]1[C:3]([CH2:31]OS(C)(=O)=O)=[C:4]([C:27]([F:30])([F:29])[F:28])[CH:5]=[C:6]2[C:11]=1[NH:10][C:9](=[O:12])[N:8]([CH2:13][C:14]1[CH:19]=[C:18]([Cl:20])[CH:17]=[CH:16][C:15]=1[S:21]([CH2:24][CH3:25])(=[O:23])=[O:22])[C:7]2=[O:26].C(OC(=O)[NH:43][CH2:44][C@@H:45]1[CH2:50][CH2:49][CH2:48][CH2:47][NH:46]1)(C)(C)C. Given the product [NH2:43][CH2:44][C@@H:45]1[CH2:50][CH2:49][CH2:48][CH2:47][N:46]1[CH2:31][C:3]1[C:2]([Cl:1])=[C:11]2[C:6]([C:7](=[O:26])[N:8]([CH2:13][C:14]3[CH:19]=[C:18]([Cl:20])[CH:17]=[CH:16][C:15]=3[S:21]([CH2:24][CH3:25])(=[O:22])=[O:23])[C:9](=[O:12])[NH:10]2)=[CH:5][C:4]=1[C:27]([F:30])([F:28])[F:29], predict the reactants needed to synthesize it. (3) Given the product [C:21]1([C:27]2[CH:28]=[CH:29][C:30]3[N:31]([C:12]([CH2:11][C:7]4[CH:6]=[C:5]5[C:10](=[CH:9][CH:8]=4)[N:1]=[CH:2][CH:3]=[CH:4]5)=[N:34][N:33]=3)[N:32]=2)[CH:22]=[CH:23][CH:24]=[CH:25][CH:26]=1, predict the reactants needed to synthesize it. The reactants are: [N:1]1[C:10]2[C:5](=[CH:6][C:7]([CH2:11][C:12](O)=O)=[CH:8][CH:9]=2)[CH:4]=[CH:3][CH:2]=1.C(Cl)(=O)C(Cl)=O.[C:21]1([C:27]2[N:32]=[N:31][C:30]([NH:33][NH2:34])=[CH:29][CH:28]=2)[CH:26]=[CH:25][CH:24]=[CH:23][CH:22]=1.P(Cl)(Cl)(Cl)=O. (4) Given the product [N:1]1([C:2]2[CH:3]=[C:4]3[C:8](=[CH:9][CH:10]=2)[CH:7]([C:11]([OH:13])=[O:12])[CH2:6][CH2:5]3)[CH:18]=[N:16][N:15]=[N:14]1, predict the reactants needed to synthesize it. The reactants are: [NH2:1][C:2]1[CH:3]=[C:4]2[C:8](=[CH:9][CH:10]=1)[CH:7]([C:11]([OH:13])=[O:12])[CH2:6][CH2:5]2.[N-:14]=[N+:15]=[N-:16].[Na+].[CH:18](OCC)(OCC)OCC. (5) Given the product [F:1][C:2]1[CH:24]=[C:23]([F:25])[CH:22]=[CH:21][C:3]=1[CH2:4][N:5]1[C:9]([CH2:10][CH2:11][C:12]([OH:14])=[O:13])=[CH:8][C:7]([O:17][CH:18]([CH3:19])[CH3:20])=[N:6]1, predict the reactants needed to synthesize it. The reactants are: [F:1][C:2]1[CH:24]=[C:23]([F:25])[CH:22]=[CH:21][C:3]=1[CH2:4][N:5]1[C:9]([CH2:10][CH2:11][C:12]([O:14]CC)=[O:13])=[CH:8][C:7]([O:17][CH:18]([CH3:20])[CH3:19])=[N:6]1.[OH-].[Na+].O1CCCC1.Cl. (6) The reactants are: [H-].[Na+].C(OP([CH2:11][C:12]([N:14]1[C@H:18]([CH2:19][C:20]2[CH:25]=[CH:24][CH:23]=[CH:22][CH:21]=2)[CH2:17][O:16][C:15]1=[O:26])=[O:13])(=O)OCC)C.[NH2:27][C:28]1[C:35]([C:36]([F:39])([F:38])[F:37])=[CH:34][C:31]([CH:32]=O)=[CH:30][C:29]=1[Cl:40].[NH4+].[Cl-]. Given the product [NH2:27][C:28]1[C:35]([C:36]([F:37])([F:38])[F:39])=[CH:34][C:31](/[CH:32]=[CH:11]/[C:12]([N:14]2[C@H:18]([CH2:19][C:20]3[CH:21]=[CH:22][CH:23]=[CH:24][CH:25]=3)[CH2:17][O:16][C:15]2=[O:26])=[O:13])=[CH:30][C:29]=1[Cl:40], predict the reactants needed to synthesize it. (7) Given the product [NH3:3].[NH2:20][C@H:7]([C:8]([OH:10])=[O:9])[CH2:6][C:2]1[N:3]=[CH:4][NH:5][CH:1]=1, predict the reactants needed to synthesize it. The reactants are: [CH:1]1[N:5]=[CH:4][NH:3][C:2]=1/[CH:6]=[CH:7]/[C:8]([OH:10])=[O:9].[O-]P(OP([O-])([O-])=O)(=O)[O-].[NH2:20][C@@H](CCC(N[C@H](C(NCC(O)=O)=O)CS)=O)C(O)=O.